This data is from Full USPTO retrosynthesis dataset with 1.9M reactions from patents (1976-2016). The task is: Predict the reactants needed to synthesize the given product. (1) Given the product [F:1][C:2]1[C:10]2[O:9][C:8]([C:11]3[CH:12]=[N:13][N:14]([CH2:16][C:17]4[CH:22]=[CH:21][C:20]([O:23][CH3:24])=[CH:19][CH:18]=4)[CH:15]=3)=[C:7]([C:43](=[O:44])[C:32]3[CH:31]=[C:30]([O:29][CH3:28])[C:35]([O:36][CH3:37])=[C:34]([O:38][CH3:39])[CH:33]=3)[C:6]=2[CH:5]=[CH:4][C:3]=1[O:26][CH3:27], predict the reactants needed to synthesize it. The reactants are: [F:1][C:2]1[C:10]2[O:9][C:8]([C:11]3[CH:12]=[N:13][N:14]([CH2:16][C:17]4[CH:22]=[CH:21][C:20]([O:23][CH3:24])=[CH:19][CH:18]=4)[CH:15]=3)=[C:7](I)[C:6]=2[CH:5]=[CH:4][C:3]=1[O:26][CH3:27].[CH3:28][O:29][C:30]1[CH:31]=[C:32](B(O)O)[CH:33]=[C:34]([O:38][CH3:39])[C:35]=1[O:36][CH3:37].[C:43]([O-])([O-])=[O:44].[K+].[K+]. (2) Given the product [Cl:38][C:39]1[CH:49]=[CH:48][C:42]([O:43][CH2:44][C:45]([N:32]2[CH2:37][CH2:36][N:35]([CH:1]([C:3]3[N:12]([C:13]4[CH:18]=[CH:17][CH:16]=[CH:15][C:14]=4[O:19][CH2:20][CH3:21])[C:11](=[O:22])[C:10]4[C:5](=[CH:6][C:7]([Cl:23])=[CH:8][CH:9]=4)[N:4]=3)[CH3:2])[CH2:34][CH2:33]2)=[O:46])=[CH:41][CH:40]=1, predict the reactants needed to synthesize it. The reactants are: [CH2:1]([C:3]1[N:12]([C:13]2[CH:18]=[CH:17][CH:16]=[CH:15][C:14]=2[O:19][CH2:20][CH3:21])[C:11](=[O:22])[C:10]2[C:5](=[CH:6][C:7]([Cl:23])=[CH:8][CH:9]=2)[N:4]=1)[CH3:2].BrN1C(=O)CCC1=O.[NH:32]1[CH2:37][CH2:36][NH:35][CH2:34][CH2:33]1.[Cl:38][C:39]1[CH:49]=[CH:48][C:42]([O:43][CH2:44][C:45](Cl)=[O:46])=[CH:41][CH:40]=1. (3) The reactants are: [CH3:1][C@@:2]1([C:8]([OH:10])=O)[CH2:6][O:5][C:4](=[O:7])[O:3]1.C(Cl)(=O)C([Cl:14])=O.CN(C=O)C. Given the product [CH3:1][C@@:2]1([C:8]([Cl:14])=[O:10])[CH2:6][O:5][C:4](=[O:7])[O:3]1, predict the reactants needed to synthesize it. (4) Given the product [C:1]([O:5][C:6]([N:8]1[CH2:12][CH2:11][CH:10]([NH:13][CH2:19][C:18]2[CH:21]=[CH:22][C:15]([Cl:14])=[CH:16][CH:17]=2)[CH2:9]1)=[O:7])([CH3:4])([CH3:2])[CH3:3], predict the reactants needed to synthesize it. The reactants are: [C:1]([O:5][C:6]([N:8]1[CH2:12][CH2:11][CH:10]([NH2:13])[CH2:9]1)=[O:7])([CH3:4])([CH3:3])[CH3:2].[Cl:14][C:15]1[CH:22]=[CH:21][C:18]([CH:19]=O)=[CH:17][CH:16]=1.[BH4-].[Na+]. (5) Given the product [OH:1][C@H:2]([C@@H:26]([NH2:34])[CH2:27][C:28]1[CH:33]=[CH:32][CH:31]=[CH:30][CH:29]=1)[CH2:3][N:4]([CH2:13][C:14]1[CH:19]=[CH:18][C:17]([C:20]2[CH:25]=[CH:24][CH:23]=[CH:22][N:21]=2)=[CH:16][CH:15]=1)[NH:5][C:6]([O:8][C:9]([CH3:11])([CH3:10])[CH3:12])=[O:7], predict the reactants needed to synthesize it. The reactants are: [OH:1][C@H:2]([C@@H:26]([NH:34]C(OCC1C=CC=CC=1)=O)[CH2:27][C:28]1[CH:33]=[CH:32][CH:31]=[CH:30][CH:29]=1)[CH2:3][N:4]([CH2:13][C:14]1[CH:19]=[CH:18][C:17]([C:20]2[CH:25]=[CH:24][CH:23]=[CH:22][N:21]=2)=[CH:16][CH:15]=1)[NH:5][C:6]([O:8][C:9]([CH3:12])([CH3:11])[CH3:10])=[O:7]. (6) Given the product [NH2:1][C:2]1[C:11]2[C:6](=[CH:7][C:8]([CH2:12][N:13]3[CH2:18][CH2:17][N:16]([CH:29]([CH2:28][C:26]4[S:27][C:23]([Cl:22])=[CH:24][CH:25]=4)[CH3:30])[C@@H:15]([CH2:19][CH3:20])[C:14]3=[O:21])=[CH:9][CH:10]=2)[N:5]=[CH:4][N:3]=1, predict the reactants needed to synthesize it. The reactants are: [NH2:1][C:2]1[C:11]2[C:6](=[CH:7][C:8]([CH2:12][N:13]3[CH2:18][CH2:17][NH:16][CH:15]([CH2:19][CH3:20])[C:14]3=[O:21])=[CH:9][CH:10]=2)[N:5]=[CH:4][N:3]=1.[Cl:22][C:23]1[S:27][C:26]([CH2:28][CH2:29][CH:30]=O)=[CH:25][CH:24]=1.